Dataset: Full USPTO retrosynthesis dataset with 1.9M reactions from patents (1976-2016). Task: Predict the reactants needed to synthesize the given product. (1) The reactants are: [K].[C:2]1(=[O:12])[NH:6][C:5](=[O:7])[C:4]2=[CH:8][CH:9]=[CH:10][CH:11]=[C:3]12.[CH3:13][O:14][C:15]1[CH:24]=[C:23]2[C:18]([CH2:19][CH2:20][C@@H:21](OS(C)(=O)=O)[CH2:22]2)=[CH:17][CH:16]=1.CN(C=O)C. Given the product [CH3:13][O:14][C:15]1[CH:24]=[C:23]2[C:18]([CH2:19][CH2:20][C@H:21]([N:6]3[C:2](=[O:12])[C:3]4=[CH:11][CH:10]=[CH:9][CH:8]=[C:4]4[C:5]3=[O:7])[CH2:22]2)=[CH:17][CH:16]=1, predict the reactants needed to synthesize it. (2) Given the product [NH2:9][C:8]1[C:7]([N:4]2[CH2:5][CH2:6][O:1][CH2:2][CH2:3]2)=[CH:35][C:14]2[C:13](=[CH:18][CH:17]=[C:16]([C:19]3[C:24]([CH3:25])=[CH:23][CH:22]=[CH:21][C:20]=3[N:26]([CH3:34])[C:27](=[O:33])[CH2:28][C:29]([CH3:30])([CH3:32])[CH3:31])[CH:15]=2)[N:12]=1, predict the reactants needed to synthesize it. The reactants are: [O:1]1[CH2:6][CH2:5][N:4]([CH2:7][C:8]#[N:9])[CH2:3][CH2:2]1.[OH-].[K+].[NH2:12][C:13]1[CH:18]=[CH:17][C:16]([C:19]2[C:24]([CH3:25])=[CH:23][CH:22]=[CH:21][C:20]=2[N:26]([CH3:34])[C:27](=[O:33])[CH2:28][C:29]([CH3:32])([CH3:31])[CH3:30])=[CH:15][C:14]=1[CH:35]=O. (3) Given the product [CH:1]1([N:6]2[CH2:7][CH2:8][N:9]([C:12]([C:14]3[CH:15]=[C:16]4[C:20](=[CH:21][CH:22]=3)[N:19]([CH2:40][C:41]([F:44])([F:43])[F:42])[C:18]([C:23]([N:25]3[CH2:30][CH2:29][S:28](=[O:31])(=[O:32])[CH2:27][CH2:26]3)=[O:24])=[CH:17]4)=[O:13])[CH2:10][CH2:11]2)[CH2:2][CH2:3][CH2:4][CH2:5]1, predict the reactants needed to synthesize it. The reactants are: [CH:1]1([N:6]2[CH2:11][CH2:10][N:9]([C:12]([C:14]3[CH:15]=[C:16]4[C:20](=[CH:21][CH:22]=3)[NH:19][C:18]([C:23]([N:25]3[CH2:30][CH2:29][S:28](=[O:32])(=[O:31])[CH2:27][CH2:26]3)=[O:24])=[CH:17]4)=[O:13])[CH2:8][CH2:7]2)[CH2:5][CH2:4][CH2:3][CH2:2]1.[H-].[Na+].CS(O[CH2:40][C:41]([F:44])([F:43])[F:42])(=O)=O. (4) Given the product [CH:27]1([O:26][N:13]2[C:5]3([CH2:10][CH2:9][N:8]([O:11][CH3:12])[CH2:7][CH2:6]3)[C:3]([OH:2])=[C:15]([C:16]3[C:17]([CH3:24])=[CH:18][C:19]([CH3:23])=[CH:20][C:21]=3[CH3:22])[C:14]2=[O:25])[CH2:32][CH2:31][CH2:30][CH2:29][CH2:28]1, predict the reactants needed to synthesize it. The reactants are: C[O:2][C:3]([C:5]1([N:13]([O:26][CH:27]2[CH2:32][CH2:31][CH2:30][CH2:29][CH2:28]2)[C:14](=[O:25])[CH2:15][C:16]2[C:21]([CH3:22])=[CH:20][C:19]([CH3:23])=[CH:18][C:17]=2[CH3:24])[CH2:10][CH2:9][N:8]([O:11][CH3:12])[CH2:7][CH2:6]1)=O.C[O-].[Na+].[Cl-].[NH4+]. (5) Given the product [C:38]([N:3]1[CH2:4][CH2:5][N:6]([C:9]2[N:10]([CH2:31][C:32]([F:35])([F:34])[F:33])[C:11]3[C:16]([N:17]=2)=[C:15]([N:18]2[CH2:23][CH2:22][O:21][CH2:20][CH2:19]2)[N:14]=[C:13]([C:24]2[CH:25]=[N:26][C:27]([NH2:30])=[N:28][CH:29]=2)[N:12]=3)[CH2:7][C@H:2]1[CH3:1])(=[O:42])[CH3:39], predict the reactants needed to synthesize it. The reactants are: [CH3:1][C@@H:2]1[CH2:7][NH:6][CH2:5][CH2:4][NH:3]1.Cl[C:9]1[N:10]([CH2:31][C:32]([F:35])([F:34])[F:33])[C:11]2[C:16]([N:17]=1)=[C:15]([N:18]1[CH2:23][CH2:22][O:21][CH2:20][CH2:19]1)[N:14]=[C:13]([C:24]1[CH:25]=[N:26][C:27]([NH2:30])=[N:28][CH:29]=1)[N:12]=2.CN1CC[CH2:39][C:38]1=[O:42]. (6) Given the product [NH:9]1[CH2:10][CH2:11][CH:6]([C:4]([OH:5])=[O:3])[CH2:7][CH2:8]1, predict the reactants needed to synthesize it. The reactants are: C([O:3][C:4]([C:6]1(S(C2C=CC(OCC#CCN3CCOCC3)=CC=2)(=O)=O)[CH2:11][CH2:10][N:9](CC2C=CC(Br)=CC=2)[CH2:8][CH2:7]1)=[O:5])C. (7) Given the product [N+:44]([C:41]1[CH:40]=[CH:39][C:38]([N:37]([CH2:31][CH2:32][CH2:33][CH2:34][CH2:35][CH3:36])[C:47]2[CH:52]=[CH:51][C:50]([NH:7][CH2:1][CH2:2][CH2:3][CH2:4][CH2:5][CH3:6])=[CH:49][CH:48]=2)=[CH:43][CH:42]=1)([O-:46])=[O:45], predict the reactants needed to synthesize it. The reactants are: [CH2:1]([N:7](CCCCCC)C1C=CC(N)=CC=1)[CH2:2][CH2:3][CH2:4][CH2:5][CH3:6].FC1C=CC([N+]([O-])=O)=CC=1.[CH2:31]([N:37]([CH2:47][CH2:48][CH2:49][CH2:50][CH2:51][CH3:52])[C:38]1[CH:43]=[CH:42][C:41]([N+:44]([O-:46])=[O:45])=[CH:40][CH:39]=1)[CH2:32][CH2:33][CH2:34][CH2:35][CH3:36]. (8) The reactants are: C(OC(C1(CCCBr)CCC1)=O)C.C([O:16][C:17]([C:19]1([CH2:23][CH2:24][CH2:25][S:26][CH3:27])[CH2:22][CH2:21][CH2:20]1)=[O:18])C. Given the product [CH3:27][S:26][CH2:25][CH2:24][CH2:23][C:19]1([C:17]([OH:18])=[O:16])[CH2:22][CH2:21][CH2:20]1, predict the reactants needed to synthesize it. (9) Given the product [CH3:7][NH:8][C:42]([C:35]1[CH:34]=[C:33]([CH2:32][N:13]2[C:14]3[C:19](=[CH:18][CH:17]=[CH:16][CH:15]=3)[C:20]3([C:24]4=[CH:25][C:26]5[O:30][CH2:29][O:28][C:27]=5[CH:31]=[C:23]4[O:22][CH2:21]3)[C:12]2=[O:11])[O:37][C:36]=1[C:38]([F:40])([F:41])[F:39])=[O:44], predict the reactants needed to synthesize it. The reactants are: Cl.CN.CC(C)(C)C[CH2:7][NH2:8].[O:11]=[C:12]1[C:20]2([C:24]3=[CH:25][C:26]4[O:30][CH2:29][O:28][C:27]=4[CH:31]=[C:23]3[O:22][CH2:21]2)[C:19]2[C:14](=[CH:15][CH:16]=[CH:17][CH:18]=2)[N:13]1[CH2:32][C:33]1[O:37][C:36]([C:38]([F:41])([F:40])[F:39])=[C:35]([C:42]([OH:44])=O)[CH:34]=1.O=C1C2(COC3C=C4C(=CC2=3)CCO4)C2C(=CC=CC=2)N1CC(O)=O.